This data is from Retrosynthesis with 50K atom-mapped reactions and 10 reaction types from USPTO. The task is: Predict the reactants needed to synthesize the given product. (1) Given the product CN(C)Cc1cc(N2C3CCC2COC3)nc(-c2ccc(NC(=O)NC3CC3)cc2)n1, predict the reactants needed to synthesize it. The reactants are: CC1(C)OB(c2ccc(NC(=O)NC3CC3)cc2)OC1(C)C.CN(C)Cc1cc(N2C3CCC2COC3)nc(Cl)n1. (2) Given the product CCCN(CCC)C(=O)c1cc(C(=O)O)cc(-c2ncco2)c1, predict the reactants needed to synthesize it. The reactants are: CCCN(CCC)C(=O)c1cc(C(=O)OC)cc(-c2ncco2)c1. (3) Given the product COc1cc(C(=O)N[C@@H]2CCN(C)C2)ccc1[N+](=O)[O-], predict the reactants needed to synthesize it. The reactants are: CN1CC[C@@H](N)C1.COc1cc(C(=O)Cl)ccc1[N+](=O)[O-]. (4) Given the product CCCCc1ccc2c(c1)CCC2=NO, predict the reactants needed to synthesize it. The reactants are: CCCCc1ccc2c(c1)CCC2=O.NO. (5) Given the product COC(=O)[C@H](Cc1ccc(OC)cc1)NC(=O)[C@H](C)NC(=O)C1=C(C)c2ccccc2C1, predict the reactants needed to synthesize it. The reactants are: CC1=C(C(=O)O)Cc2ccccc21.COC(=O)[C@H](Cc1ccc(OC)cc1)NC(=O)[C@H](C)N.